This data is from TCR-epitope binding with 47,182 pairs between 192 epitopes and 23,139 TCRs. The task is: Binary Classification. Given a T-cell receptor sequence (or CDR3 region) and an epitope sequence, predict whether binding occurs between them. (1) The epitope is KEIDRLNEV. The TCR CDR3 sequence is CATSDPQGGSTEAFF. Result: 0 (the TCR does not bind to the epitope). (2) The epitope is QARQMVQAMRTIGTHP. The TCR CDR3 sequence is CASSDEWDLREQFF. Result: 0 (the TCR does not bind to the epitope). (3) The epitope is PROT_97E67BCC. The TCR CDR3 sequence is CASKAKTVTYKQYF. Result: 1 (the TCR binds to the epitope). (4) The epitope is GTSGSPIVNR. The TCR CDR3 sequence is CASSFRAQETQYF. Result: 0 (the TCR does not bind to the epitope).